This data is from Forward reaction prediction with 1.9M reactions from USPTO patents (1976-2016). The task is: Predict the product of the given reaction. (1) The product is: [CH3:1][C:2]1[CH:10]=[CH:9][C:8]2[N:7]([CH:35]=[C:36]([C:38]3[CH:43]=[N:42][C:41]([CH3:44])=[CH:40][CH:39]=3)[CH3:37])[C:6]3[CH2:11][CH2:12][N:13]4[CH:17]([C:5]=3[C:4]=2[CH:3]=1)[CH2:16][CH2:15][CH2:14]4. Given the reactants [CH3:1][C:2]1[CH:10]=[CH:9][C:8]2[NH:7][C:6]3[CH2:11][CH2:12][N:13]4[CH:17]([C:5]=3[C:4]=2[CH:3]=1)[CH2:16][CH2:15][CH2:14]4.P([O-])([O-])([O-])=O.[K+].[K+].[K+].N1CCC[C@H]1C(O)=O.Br[CH:35]=[C:36]([C:38]1[CH:39]=[CH:40][C:41]([CH3:44])=[N:42][CH:43]=1)[CH3:37], predict the reaction product. (2) The product is: [CH:1]1([CH2:4][O:5][C:10]2[CH:11]=[C:12]([CH3:20])[C:13]3[N:14]([C:16]([NH2:19])=[N:17][N:18]=3)[N:15]=2)[CH2:3][CH2:2]1. Given the reactants [CH:1]1([CH2:4][OH:5])[CH2:3][CH2:2]1.[H-].[Na+].Br.Cl[C:10]1[CH:11]=[C:12]([CH3:20])[C:13]2[N:14]([C:16]([NH2:19])=[N:17][N:18]=2)[N:15]=1, predict the reaction product. (3) Given the reactants [CH2:1]([N:3]1[CH:7]=[CH:6][C:5]([NH:8][C:9](=[O:36])[C:10]2[CH:15]=[C:14]([O:16][C:17]3[CH:29]=[CH:28][C:20]4[C:21](=[O:27])[N:22]([CH3:26])[CH2:23][CH2:24][O:25][C:19]=4[CH:18]=3)[CH:13]=[C:12]([O:30][C@@H:31]([CH3:35])[CH2:32][O:33]C)[CH:11]=2)=[N:4]1)[CH3:2].C[Si](I)(C)C.S([O-])([O-])(=O)=S.[Na+].[Na+], predict the reaction product. The product is: [CH2:1]([N:3]1[CH:7]=[CH:6][C:5]([NH:8][C:9](=[O:36])[C:10]2[CH:15]=[C:14]([O:16][C:17]3[CH:29]=[CH:28][C:20]4[C:21](=[O:27])[N:22]([CH3:26])[CH2:23][CH2:24][O:25][C:19]=4[CH:18]=3)[CH:13]=[C:12]([O:30][C@@H:31]([CH3:35])[CH2:32][OH:33])[CH:11]=2)=[N:4]1)[CH3:2]. (4) Given the reactants [OH:1][C:2]([CH3:35])([CH3:34])[CH2:3][C@@:4]1([C:28]2[CH:33]=[CH:32][CH:31]=[CH:30][CH:29]=2)[O:9][C:8](=[O:10])[N:7]([C@H:11]([C:13]2[CH:18]=[CH:17][C:16](B3OC(C)(C)C(C)(C)O3)=[CH:15][CH:14]=2)[CH3:12])[CH2:6][CH2:5]1.Cl[C:37]1[S:38][C:39]([C:42]([F:45])([F:44])[F:43])=[N:40][N:41]=1, predict the reaction product. The product is: [OH:1][C:2]([CH3:34])([CH3:35])[CH2:3][C@@:4]1([C:28]2[CH:33]=[CH:32][CH:31]=[CH:30][CH:29]=2)[O:9][C:8](=[O:10])[N:7]([C@H:11]([C:13]2[CH:14]=[CH:15][C:16]([C:37]3[S:38][C:39]([C:42]([F:45])([F:44])[F:43])=[N:40][N:41]=3)=[CH:17][CH:18]=2)[CH3:12])[CH2:6][CH2:5]1. (5) Given the reactants I[C:2]1[C:6]2[CH:7]=[N:8][CH:9]=[CH:10][C:5]=2[O:4][C:3]=1[C:11]1[CH:16]=[CH:15][C:14]([C:17]2([NH:21][C:22](=[O:28])[O:23][C:24]([CH3:27])([CH3:26])[CH3:25])[CH2:20][CH2:19][CH2:18]2)=[CH:13][CH:12]=1.[C:29]1(B(O)O)[CH:34]=[CH:33][CH:32]=[CH:31][CH:30]=1.[F-].[Cs+].C1(P(C2C=CC=CC=2)C2C=CC=CC=2)C=CC=CC=1.N#N, predict the reaction product. The product is: [C:29]1([C:2]2[C:6]3[CH:7]=[N:8][CH:9]=[CH:10][C:5]=3[O:4][C:3]=2[C:11]2[CH:16]=[CH:15][C:14]([C:17]3([NH:21][C:22](=[O:28])[O:23][C:24]([CH3:27])([CH3:26])[CH3:25])[CH2:20][CH2:19][CH2:18]3)=[CH:13][CH:12]=2)[CH:34]=[CH:33][CH:32]=[CH:31][CH:30]=1. (6) Given the reactants Br[C:2]1[CH:8]=[CH:7][C:6]([O:9][C:10]([F:13])([F:12])[F:11])=[CH:5][C:3]=1[NH2:4].[C:14]([O:18][CH2:19][CH3:20])(=[O:17])[CH:15]=[CH2:16].C(N(CC)CC)C.CC1C=CC=CC=1P(C1C=CC=CC=1C)C1C=CC=CC=1C, predict the reaction product. The product is: [NH2:4][C:3]1[CH:5]=[C:6]([O:9][C:10]([F:13])([F:12])[F:11])[CH:7]=[CH:8][C:2]=1/[CH:16]=[CH:15]/[C:14]([O:18][CH2:19][CH3:20])=[O:17].